Dataset: Forward reaction prediction with 1.9M reactions from USPTO patents (1976-2016). Task: Predict the product of the given reaction. (1) Given the reactants C(OC(N=NC(OC(C)C)=O)=O)(C)C.[Br:15][C:16]1[CH:21]=[CH:20][C:19]([CH:22]([OH:25])[CH2:23][CH3:24])=[CH:18][CH:17]=1.[C:26]1(O)[CH:31]=[CH:30][CH:29]=[CH:28][CH:27]=1.C1(P(C2C=CC=CC=2)C2C=CC=CC=2)C=CC=CC=1, predict the reaction product. The product is: [Br:15][C:16]1[CH:17]=[CH:18][C:19]([CH:22]([O:25][C:26]2[CH:31]=[CH:30][CH:29]=[CH:28][CH:27]=2)[CH2:23][CH3:24])=[CH:20][CH:21]=1. (2) Given the reactants Br[C:2]1[CH:16]=[CH:15][C:5]([CH2:6][O:7][Si:8]([C:11]([CH3:14])([CH3:13])[CH3:12])([CH3:10])[CH3:9])=[CH:4][CH:3]=1.Cl.[F:18][C:19]([F:27])([F:26])[CH:20]1[CH2:25][CH2:24][NH:23][CH2:22][CH2:21]1.CC(C)([O-])C.[Na+], predict the reaction product. The product is: [Si:8]([O:7][CH2:6][C:5]1[CH:15]=[CH:16][C:2]([N:23]2[CH2:24][CH2:25][CH:20]([C:19]([F:27])([F:26])[F:18])[CH2:21][CH2:22]2)=[CH:3][CH:4]=1)([C:11]([CH3:14])([CH3:13])[CH3:12])([CH3:10])[CH3:9]. (3) Given the reactants Br.[CH:2]1([CH2:8][C@@H:9]2[CH2:14][C@@H:13]([C:15]3[O:19][NH:18][C:17](=[O:20])[CH:16]=3)[CH2:12][CH2:11][N:10]2C(OC)=O)[CH2:7][CH2:6][CH2:5][CH2:4][CH2:3]1, predict the reaction product. The product is: [CH:2]1([CH2:8][C@@H:9]2[CH2:14][C@@H:13]([C:15]3[O:19][NH:18][C:17](=[O:20])[CH:16]=3)[CH2:12][CH2:11][NH:10]2)[CH2:3][CH2:4][CH2:5][CH2:6][CH2:7]1.